Dataset: Forward reaction prediction with 1.9M reactions from USPTO patents (1976-2016). Task: Predict the product of the given reaction. (1) Given the reactants [Br:1][C:2]1[CH:11]=[C:10]2[C:5]([C:6]([O:14][Si](C)(C)C)([C:12]#[N:13])[CH2:7][CH2:8][O:9]2)=[CH:4][CH:3]=1.Cl.[CH2:20]([OH:22])[CH3:21], predict the reaction product. The product is: [Br:1][C:2]1[CH:11]=[C:10]2[C:5]([C:6]([OH:14])([C:12](=[NH:13])[O:22][CH2:20][CH3:21])[CH2:7][CH2:8][O:9]2)=[CH:4][CH:3]=1. (2) Given the reactants Cl.[CH:2]1[C:12]2[CH:11]=[CH:10][C:9]3[CH:13]=[CH:14][CH:15]=[CH:16][C:8]=3[C:7](=[C:17]3[CH2:22][CH2:21][N:20]([C:23](=[O:26])[CH2:24][NH2:25])[CH2:19][CH2:18]3)[C:6]=2[CH:5]=[CH:4][CH:3]=1.CC(C)(C)CI.[C:33](=O)([O-])[O-:34].[K+].[K+], predict the reaction product. The product is: [CH:13]1[C:9]2[CH:10]=[CH:11][C:12]3[CH:2]=[CH:3][CH:4]=[CH:5][C:6]=3[C:7](=[C:17]3[CH2:18][CH2:19][N:20]([C:23](=[O:26])[CH2:24][NH:25][CH:33]=[O:34])[CH2:21][CH2:22]3)[C:8]=2[CH:16]=[CH:15][CH:14]=1. (3) Given the reactants [C:1]1([CH3:26])[CH:6]=[C:5]([CH3:7])[CH:4]=[C:3]([CH3:8])[C:2]=1[NH:9][C:10]([NH:12][C:13]1[C:14]([C:23](O)=[O:24])=[CH:15][C:16]2[C:21]([CH:22]=1)=[CH:20][CH:19]=[CH:18][CH:17]=2)=[O:11].CC1C=CC=C(C)C=1NC(NC1C(C(O)=O)=CC2C(C=1)=CC=CC=2)=O.Cl.[NH2:53][C@@H:54]([CH:59]1[CH2:64][CH2:63][CH2:62][CH2:61][CH2:60]1)[C:55]([O:57][CH3:58])=[O:56].Cl.COC(=O)CCN, predict the reaction product. The product is: [CH:59]1([C@H:54]([NH:53][C:23]([C:14]2[C:13]([NH:12][C:10]([NH:9][C:2]3[C:3]([CH3:8])=[CH:4][C:5]([CH3:7])=[CH:6][C:1]=3[CH3:26])=[O:11])=[CH:22][C:21]3[C:16](=[CH:17][CH:18]=[CH:19][CH:20]=3)[CH:15]=2)=[O:24])[C:55]([O:57][CH3:58])=[O:56])[CH2:64][CH2:63][CH2:62][CH2:61][CH2:60]1. (4) Given the reactants [N:1]12[CH2:8][CH2:7][CH:4]([CH2:5][CH2:6]1)[CH:3]([NH:9][C:10]([C:12]1[CH:13]=[CH:14][CH:15]=[C:16]3[O:20][C:19]([C:21]4[CH:26]=[CH:25][C:24](I)=[CH:23][CH:22]=4)=[N:18][C:17]=13)=[O:11])[CH2:2]2.[C:28]1(B(O)O)[CH:33]=[CH:32][CH:31]=[CH:30][CH:29]=1.C([O-])([O-])=O.[Na+].[Na+], predict the reaction product. The product is: [N:1]12[CH2:8][CH2:7][CH:4]([CH2:5][CH2:6]1)[CH:3]([NH:9][C:10]([C:12]1[CH:13]=[CH:14][CH:15]=[C:16]3[O:20][C:19]([C:21]4[CH:26]=[CH:25][C:24]([C:28]5[CH:33]=[CH:32][CH:31]=[CH:30][CH:29]=5)=[CH:23][CH:22]=4)=[N:18][C:17]=13)=[O:11])[CH2:2]2. (5) Given the reactants C([O:5][C:6](=[O:20])[C:7]1[C:12]([CH:13]([CH3:18])[C:14]([F:17])([F:16])[F:15])=[CH:11][N:10]=[CH:9][C:8]=1[F:19])(C)(C)C.C(O)(C(F)(F)F)=O, predict the reaction product. The product is: [F:19][C:8]1[CH:9]=[N:10][CH:11]=[C:12]([CH:13]([CH3:18])[C:14]([F:17])([F:15])[F:16])[C:7]=1[C:6]([OH:20])=[O:5].